From a dataset of Forward reaction prediction with 1.9M reactions from USPTO patents (1976-2016). Predict the product of the given reaction. (1) Given the reactants [Cl-].[CH3:2][O:3]C[P+](C1C=CC=CC=1)(C1C=CC=CC=1)C1C=CC=CC=1.CC(C)([O-])C.[K+].[F:30][C:31]1[CH:32]=[C:33]([C:38]2([CH:41]=O)[CH2:40][CH2:39]2)[CH:34]=[C:35]([F:37])[CH:36]=1, predict the reaction product. The product is: [F:37][C:35]1[CH:34]=[C:33]([C:38]2([CH2:41][CH:2]=[O:3])[CH2:39][CH2:40]2)[CH:32]=[C:31]([F:30])[CH:36]=1. (2) Given the reactants [Cl:1][S:2]([OH:5])(=O)=[O:3].[CH3:6][O:7][C:8]1[CH:9]=[C:10]([CH:12]=[C:13]([O:17][CH3:18])[C:14]=1[O:15][CH3:16])[NH2:11], predict the reaction product. The product is: [CH3:18][O:17][C:13]1[CH:12]=[C:10]([NH:11][S:2]([Cl:1])(=[O:5])=[O:3])[CH:9]=[C:8]([O:7][CH3:6])[C:14]=1[O:15][CH3:16]. (3) Given the reactants [C:1]([O:5][C:6](=[O:26])[NH:7][CH2:8][C:9]1[CH:14]=[CH:13][CH:12]=[C:11]([C:15]2[C:16]3[N:17]([N:22]=[C:23]([NH2:25])[N:24]=3)[CH:18]=[C:19]([CH3:21])[CH:20]=2)[CH:10]=1)([CH3:4])([CH3:3])[CH3:2].Br[C:28]1[CH:33]=[CH:32][C:31]([N:34]2[CH:38]=[C:37]([CH3:39])[N:36]=[CH:35]2)=[C:30]([O:40][CH3:41])[CH:29]=1.C(Cl)Cl, predict the reaction product. The product is: [CH3:41][O:40][C:30]1[CH:29]=[C:28]([NH:25][C:23]2[N:24]=[C:16]3[C:15]([C:11]4[CH:10]=[C:9]([CH:14]=[CH:13][CH:12]=4)[CH2:8][NH:7][C:6](=[O:26])[O:5][C:1]([CH3:4])([CH3:2])[CH3:3])=[CH:20][C:19]([CH3:21])=[CH:18][N:17]3[N:22]=2)[CH:33]=[CH:32][C:31]=1[N:34]1[CH:38]=[C:37]([CH3:39])[N:36]=[CH:35]1.